Dataset: Full USPTO retrosynthesis dataset with 1.9M reactions from patents (1976-2016). Task: Predict the reactants needed to synthesize the given product. (1) Given the product [F:9][CH:8]([F:10])[C:5]1[CH:6]=[CH:7][C:2]([B:14]2[O:15][C:16]([CH3:18])([CH3:17])[C:12]([CH3:28])([CH3:11])[O:13]2)=[CH:3][CH:4]=1, predict the reactants needed to synthesize it. The reactants are: Br[C:2]1[CH:7]=[CH:6][C:5]([CH:8]([F:10])[F:9])=[CH:4][CH:3]=1.[CH3:11][C:12]1([CH3:28])[C:16]([CH3:18])([CH3:17])[O:15][B:14]([B:14]2[O:15][C:16]([CH3:18])([CH3:17])[C:12]([CH3:28])([CH3:11])[O:13]2)[O:13]1.C([O-])(=O)C.[K+]. (2) Given the product [F:35][C:34]([F:36])([F:37])[C:32]1[CH:33]=[C:28]([CH:29]=[C:30]([C:38]([F:41])([F:39])[F:40])[CH:31]=1)[CH2:27][N:3]1[CH2:8][CH2:7][CH:6]([CH:9]=[C:10]2[S:14][C:13](=[O:15])[N:12]=[C:11]2[NH:16][CH2:17][C:18]#[CH:19])[CH2:5][CH2:4]1, predict the reactants needed to synthesize it. The reactants are: Cl.Cl.[NH:3]1[CH2:8][CH2:7][CH:6](/[CH:9]=[C:10]2/[C:11]([NH:16][CH2:17][C:18]#[CH:19])=[N:12][C:13](=[O:15])[S:14]/2)[CH2:5][CH2:4]1.C(=O)([O-])[O-].[K+].[K+].Br[CH2:27][C:28]1[CH:33]=[C:32]([C:34]([F:37])([F:36])[F:35])[CH:31]=[C:30]([C:38]([F:41])([F:40])[F:39])[CH:29]=1.O. (3) Given the product [C:16]([O:20][C:21]([C:2]1[CH:7]=[CH:6][C:5]([OH:8])=[CH:4][CH:3]=1)=[O:22])([CH3:19])([CH3:18])[CH3:17], predict the reactants needed to synthesize it. The reactants are: N[C:2]1[CH:7]=[CH:6][C:5]([OH:8])=[CH:4][CH:3]=1.C(NC(C)C)(C)C.[C:16]([O:20][C:21](O[C:21]([O:20][C:16]([CH3:19])([CH3:18])[CH3:17])=[O:22])=[O:22])([CH3:19])([CH3:18])[CH3:17]. (4) Given the product [NH2:28][C:24]1[O:25][CH2:26][CH2:27][C@:22]2([C:9]3[CH:8]=[C:7]([C:4]4[CH2:3][CH2:2][O:1][CH2:6][CH:5]=4)[N:12]=[C:11]([O:13][CH3:14])[C:10]=3[O:15][C:16]3[C:21]2=[CH:20][C:19]([NH:29][C:37](=[O:38])[C:34]2[CH:33]=[CH:32][C:31]([Cl:30])=[CH:36][N:35]=2)=[CH:18][CH:17]=3)[N:23]=1, predict the reactants needed to synthesize it. The reactants are: [O:1]1[CH2:6][CH:5]=[C:4]([C:7]2[N:12]=[C:11]([O:13][CH3:14])[C:10]3[O:15][C:16]4[C:21]([C@@:22]5([CH2:27][CH2:26][O:25][C:24]([NH2:28])=[N:23]5)[C:9]=3[CH:8]=2)=[CH:20][C:19]([NH2:29])=[CH:18][CH:17]=4)[CH2:3][CH2:2]1.[Cl:30][C:31]1[CH:32]=[CH:33][C:34]([C:37](O)=[O:38])=[N:35][CH:36]=1.[Cl-].COC1N=C(OC)N=C([N+]2(C)CCOCC2)N=1. (5) Given the product [CH3:55][CH2:54][CH2:53][CH2:52][CH2:51][CH2:50][O:56][C:57](/[N:33]=[C:31](\[NH2:32])/[C:28]1[CH:27]=[CH:26][C:25]([NH:24][CH2:23][C:21]2[N:20]([CH3:34])[C:19]3[CH:35]=[CH:36][C:16]([C:14]([N:13]([C:8]4[CH:9]=[CH:10][CH:11]=[CH:12][N:7]=4)[CH2:37][CH2:38][C:39]([O:41][CH2:42][CH3:43])=[O:40])=[O:15])=[CH:17][C:18]=3[N:22]=2)=[CH:30][CH:29]=1)=[O:58], predict the reactants needed to synthesize it. The reactants are: C(O)(=O)C(O)=O.[N:7]1[CH:12]=[CH:11][CH:10]=[CH:9][C:8]=1[N:13]([CH2:37][CH2:38][C:39]([O:41][CH2:42][CH3:43])=[O:40])[C:14]([C:16]1[CH:36]=[CH:35][C:19]2[N:20]([CH3:34])[C:21]([CH2:23][NH:24][C:25]3[CH:30]=[CH:29][C:28]([C:31](=[NH:33])[NH2:32])=[CH:27][CH:26]=3)=[N:22][C:18]=2[CH:17]=1)=[O:15].C(=O)([O-])[O-].[K+].[K+].[CH2:50]([O:56][C:57](Cl)=[O:58])[CH2:51][CH2:52][CH2:53][CH2:54][CH3:55].